Dataset: CYP2C9 inhibition data for predicting drug metabolism from PubChem BioAssay. Task: Regression/Classification. Given a drug SMILES string, predict its absorption, distribution, metabolism, or excretion properties. Task type varies by dataset: regression for continuous measurements (e.g., permeability, clearance, half-life) or binary classification for categorical outcomes (e.g., BBB penetration, CYP inhibition). Dataset: cyp2c9_veith. (1) The molecule is Cc1nnc(NC(=O)c2sc3nc(-c4cccs4)cc(C(F)(F)F)c3c2N)s1. The result is 0 (non-inhibitor). (2) The compound is O=C1CN(/N=C\c2ccc([N+](=O)[O-])o2)C(=O)N1. The result is 0 (non-inhibitor). (3) The drug is CC(C)OC(=O)C(C#N)c1nc2ccccc2nc1N1CCN(Cc2ccccc2)CC1. The result is 1 (inhibitor). (4) The molecule is CC(=O)N1CCN(c2ccc(OC[C@H]3CO[C@](Cn4ccnc4)(c4ccc(Cl)cc4Cl)O3)cc2)CC1. The result is 1 (inhibitor).